From a dataset of Full USPTO retrosynthesis dataset with 1.9M reactions from patents (1976-2016). Predict the reactants needed to synthesize the given product. Given the product [Cl:12][C:13]1[CH:14]=[C:15]2[C:19](=[CH:20][CH:21]=1)[N:18]([CH2:22][CH2:23][CH2:24][CH2:25][S:26]([CH3:29])(=[O:28])=[O:27])[C:17]([CH2:30][OH:31])=[CH:16]2, predict the reactants needed to synthesize it. The reactants are: N1C2C(=CC=CC=2)C=C1CO.[Cl:12][C:13]1[CH:14]=[C:15]2[C:19](=[CH:20][CH:21]=1)[N:18]([CH2:22][CH2:23][CH2:24][CH2:25][S:26]([CH3:29])(=[O:28])=[O:27])[C:17]([C:30](OCC)=[O:31])=[CH:16]2.